This data is from Forward reaction prediction with 1.9M reactions from USPTO patents (1976-2016). The task is: Predict the product of the given reaction. (1) The product is: [N:23]([CH2:2][C:3]([NH:5][C:6]1[CH:11]=[CH:10][C:9]([Cl:12])=[C:8]([C:13]2[O:14][C:15]3[CH:21]=[CH:20][C:19]([Cl:22])=[CH:18][C:16]=3[N:17]=2)[CH:7]=1)=[O:4])=[N+:24]=[N-:25]. Given the reactants Cl[CH2:2][C:3]([NH:5][C:6]1[CH:11]=[CH:10][C:9]([Cl:12])=[C:8]([C:13]2[O:14][C:15]3[CH:21]=[CH:20][C:19]([Cl:22])=[CH:18][C:16]=3[N:17]=2)[CH:7]=1)=[O:4].[N-:23]=[N+:24]=[N-:25].[Na+].[Cl-].[Na+], predict the reaction product. (2) Given the reactants [C:1]1([CH2:7][O:8][C:9]2[CH:14]=[CH:13][NH:12][C:11](=[O:15])[CH:10]=2)[CH:6]=[CH:5][CH:4]=[CH:3][CH:2]=1.Br[C:17]1[CH:18]=[CH:19][C:20]([N:23]2[CH2:27][CH2:26][CH:25]([N:28]([CH3:30])[CH3:29])[CH2:24]2)=[N:21][CH:22]=1.C([O-])([O-])=O.[K+].[K+].CN[C@@H]1CCCC[C@H]1NC, predict the reaction product. The product is: [CH3:29][N:28]([CH3:30])[CH:25]1[CH2:26][CH2:27][N:23]([C:20]2[N:21]=[CH:22][C:17]([N:12]3[CH:13]=[CH:14][C:9]([O:8][CH2:7][C:1]4[CH:2]=[CH:3][CH:4]=[CH:5][CH:6]=4)=[CH:10][C:11]3=[O:15])=[CH:18][CH:19]=2)[CH2:24]1.